From a dataset of Catalyst prediction with 721,799 reactions and 888 catalyst types from USPTO. Predict which catalyst facilitates the given reaction. (1) Reactant: [NH2:1][CH:2]1[CH2:7][CH2:6][CH:5]([C:8]([O:10][CH2:11][C:12]2[CH:17]=[CH:16][CH:15]=[CH:14][CH:13]=2)=[O:9])[CH2:4][CH2:3]1.[C:18]([N:25]1[CH2:32][CH2:31][CH2:30][C@H:26]1[C:27](O)=[O:28])([O:20][C:21]([CH3:24])([CH3:23])[CH3:22])=[O:19].C1C=CC2N(O)N=NC=2C=1.C(N(CC)CC)C.CCN=C=NCCCN(C)C.Cl. The catalyst class is: 2. Product: [CH2:11]([O:10][C:8]([C@H:5]1[CH2:6][CH2:7][C@@H:2]([NH:1][C:27]([CH:26]2[CH2:30][CH2:31][CH2:32][N:25]2[C:18]([O:20][C:21]([CH3:24])([CH3:23])[CH3:22])=[O:19])=[O:28])[CH2:3][CH2:4]1)=[O:9])[C:12]1[CH:13]=[CH:14][CH:15]=[CH:16][CH:17]=1. (2) Reactant: [C:1]([O:5][C@@H:6]([C:12]1[C:13]([CH3:41])=[N:14][C:15]([CH3:40])=[C:16]([C:26]2[CH:31]=[CH:30][C:29]([O:32][CH2:33][C:34]3[CH:39]=[CH:38][N:37]=[CH:36][CH:35]=3)=[CH:28][CH:27]=2)[C:17]=1[N:18]1[CH2:23][CH2:22][C:21]([CH3:25])([CH3:24])[CH2:20][CH2:19]1)[C:7]([O:9]CC)=[O:8])([CH3:4])([CH3:3])[CH3:2].[OH-].[Na+]. Product: [C:1]([O:5][C@@H:6]([C:12]1[C:13]([CH3:41])=[N:14][C:15]([CH3:40])=[C:16]([C:26]2[CH:27]=[CH:28][C:29]([O:32][CH2:33][C:34]3[CH:35]=[CH:36][N:37]=[CH:38][CH:39]=3)=[CH:30][CH:31]=2)[C:17]=1[N:18]1[CH2:23][CH2:22][C:21]([CH3:25])([CH3:24])[CH2:20][CH2:19]1)[C:7]([OH:9])=[O:8])([CH3:4])([CH3:2])[CH3:3]. The catalyst class is: 14.